Dataset: Forward reaction prediction with 1.9M reactions from USPTO patents (1976-2016). Task: Predict the product of the given reaction. (1) Given the reactants [CH2:1]([N:8](C)[CH:9]1[CH:14]2[CH2:15][CH2:16][CH:10]1[CH2:11][N:12]([CH2:17][C@H:18]([NH:29][C:30](=[O:36])[O:31][C:32]([CH3:35])([CH3:34])[CH3:33])[CH2:19][O:20][C:21]1[CH:26]=[CH:25][C:24]([C:27]#[N:28])=[CH:23][CH:22]=1)[CH2:13]2)C1C=CC=CC=1.Cl, predict the reaction product. The product is: [C:27]([C:24]1[CH:23]=[CH:22][C:21]([O:20][CH2:19][C@@H:18]([NH:29][C:30](=[O:36])[O:31][C:32]([CH3:35])([CH3:33])[CH3:34])[CH2:17][N:12]2[CH2:13][CH:14]3[CH:9]([NH:8][CH3:1])[CH:10]([CH2:16][CH2:15]3)[CH2:11]2)=[CH:26][CH:25]=1)#[N:28]. (2) Given the reactants [CH3:1][O:2][C:3]1[CH:8]=[CH:7][C:6]([CH2:9][SH:10])=[CH:5][C:4]=1[N+:11]([O-:13])=[O:12].Br[CH2:15][C:16]([C:18]1[C:23]([O:24][CH3:25])=[CH:22][C:21]([O:26][CH3:27])=[CH:20][C:19]=1[O:28][CH3:29])=[O:17], predict the reaction product. The product is: [CH3:1][O:2][C:3]1[CH:8]=[CH:7][C:6]([CH2:9][S:10][CH2:15][C:16]([C:18]2[C:19]([O:28][CH3:29])=[CH:20][C:21]([O:26][CH3:27])=[CH:22][C:23]=2[O:24][CH3:25])=[O:17])=[CH:5][C:4]=1[N+:11]([O-:13])=[O:12]. (3) Given the reactants [N:1]1([CH2:6][CH2:7][NH2:8])[CH:5]=[CH:4][N:3]=[CH:2]1.CN1CCOCC1.[CH:16]1([C:21]([OH:31])([C:25]2[CH:30]=[CH:29][CH:28]=[CH:27][CH:26]=2)[C:22](O)=[O:23])[CH2:20][CH2:19][CH2:18][CH2:17]1.OC1C2N=NNC=2C=CC=1.Cl.CN(C)CCCN=C=NCC, predict the reaction product. The product is: [CH:16]1([C:21]([OH:31])([C:25]2[CH:26]=[CH:27][CH:28]=[CH:29][CH:30]=2)[C:22]([NH:8][CH2:7][CH2:6][N:1]2[CH:5]=[CH:4][N:3]=[CH:2]2)=[O:23])[CH2:20][CH2:19][CH2:18][CH2:17]1. (4) The product is: [NH2:14][C:9]1[C:10](=[O:13])[CH:11]=[CH:12][N:7]([C:5]2[CH:4]=[N:3][N:2]([CH3:1])[CH:6]=2)[N:8]=1. Given the reactants [CH3:1][N:2]1[CH:6]=[C:5]([N:7]2[CH:12]=[CH:11][C:10](=[O:13])[C:9]([NH:14]C(=O)OC(C)(C)C)=[N:8]2)[CH:4]=[N:3]1.Cl, predict the reaction product. (5) The product is: [CH3:1][O:2][C:3]1[CH:4]=[C:5]2[C:10](=[CH:11][C:12]=1[O:13][CH3:14])[CH2:9][N:8]([CH2:15][CH2:16][CH2:17][CH2:18][NH:19][C:20](=[O:35])[C:21]1[CH:26]=[C:25]([CH3:27])[CH:24]=[CH:23][C:22]=1[O:28][CH2:29][CH2:30][O:31][CH2:32][CH2:33][F:42])[CH2:7][CH2:6]2. Given the reactants [CH3:1][O:2][C:3]1[CH:4]=[C:5]2[C:10](=[CH:11][C:12]=1[O:13][CH3:14])[CH2:9][N:8]([CH2:15][CH2:16][CH2:17][CH2:18][NH:19][C:20](=[O:35])[C:21]1[CH:26]=[C:25]([CH3:27])[CH:24]=[CH:23][C:22]=1[O:28][CH2:29][CH2:30][O:31][CH2:32][CH2:33]O)[CH2:7][CH2:6]2.C(N(S(F)(F)[F:42])CC)C, predict the reaction product. (6) Given the reactants F[C:2]([F:7])(F)[C:3](O)=O.Cl[C:9]1[CH:14]=[CH:13][C:12]([N:15]2[CH2:20][CH2:19][N:18]([C:21]3[N:22]=[C:23]([NH:31][C@H:32]([CH:35](C)[CH3:36])[CH2:33]N)[C:24]4[S:29](=[O:30])[CH2:28][CH2:27][C:25]=4[N:26]=3)[CH2:17][CH2:16]2)=[CH:11][CH:10]=1.[CH3:38][S:39](C1C=CC(N2CCNCC2)=CC=1)(=[O:41])=[O:40], predict the reaction product. The product is: [F:7][C:2]1[CH:33]=[C:32]([NH:31][C:23]2[C:24]3[S:29](=[O:30])[CH2:28][CH2:27][C:25]=3[N:26]=[C:21]([N:18]3[CH2:19][CH2:20][N:15]([C:12]4[CH:13]=[CH:14][C:9]([S:39]([CH3:38])(=[O:41])=[O:40])=[CH:10][CH:11]=4)[CH2:16][CH2:17]3)[N:22]=2)[CH:35]=[CH:36][CH:3]=1. (7) The product is: [NH2:6][C:7]1[CH:8]=[CH:9][CH:10]=[CH:11][C:1]=1[C:2]([NH:13][C:14]1[CH:15]=[CH:16][C:17]([C:18]([O:20][CH3:21])=[O:19])=[CH:22][CH:23]=1)=[O:3]. Given the reactants [C:1]12[C:7](=[CH:8][CH:9]=[CH:10][CH:11]=1)[NH:6]C(=O)O[C:2]2=[O:3].[NH2:13][C:14]1[CH:23]=[CH:22][C:17]([C:18]([O:20][CH3:21])=[O:19])=[CH:16][CH:15]=1, predict the reaction product. (8) Given the reactants N([O-])=O.[Na+].N[C:6]1[CH:14]=[C:13]2[C:9]([CH2:10][O:11][C:12]2=[O:15])=[CH:8][CH:7]=1.[BrH:16], predict the reaction product. The product is: [Br:16][C:6]1[CH:14]=[C:13]2[C:9]([CH2:10][O:11][C:12]2=[O:15])=[CH:8][CH:7]=1. (9) The product is: [Cl:1][C:2]1[CH:3]=[CH:4][C:5]([O:15][CH2:16][C:17]2[CH:22]=[CH:21][C:20]([Br:23])=[CH:19][C:18]=2[F:24])=[C:6]([C:8]2[N:25]([C:26]3[CH:27]=[C:28]([C:32]([F:35])=[CH:33][CH:34]=3)[C:29]([OH:31])=[O:30])[C:11]([CH3:12])=[CH:10][CH:9]=2)[CH:7]=1. Given the reactants [Cl:1][C:2]1[CH:3]=[CH:4][C:5]([O:15][CH2:16][C:17]2[CH:22]=[CH:21][C:20]([Br:23])=[CH:19][C:18]=2[F:24])=[C:6]([C:8](=O)[CH2:9][CH2:10][C:11](=O)[CH3:12])[CH:7]=1.[NH2:25][C:26]1[CH:27]=[C:28]([C:32]([F:35])=[CH:33][CH:34]=1)[C:29]([OH:31])=[O:30].CC1C=CC(S(O)(=O)=O)=CC=1, predict the reaction product. (10) Given the reactants COC1C=CC(C[N:8](CC2C=CC(OC)=CC=2)[C:9]2[CH:10]=[C:11]3[C:16](=[CH:17][N:18]=2)[C:15]([N:19]2[C:27](=[O:28])[C:26]4[C:21](=[CH:22][CH:23]=[CH:24][CH:25]=4)[C:20]2=[O:29])=[N:14][CH:13]=[CH:12]3)=CC=1.FC(F)(F)C(O)=O, predict the reaction product. The product is: [NH2:8][C:9]1[CH:10]=[C:11]2[C:16](=[CH:17][N:18]=1)[C:15]([N:19]1[C:27](=[O:28])[C:26]3[C:21](=[CH:22][CH:23]=[CH:24][CH:25]=3)[C:20]1=[O:29])=[N:14][CH:13]=[CH:12]2.